From a dataset of Forward reaction prediction with 1.9M reactions from USPTO patents (1976-2016). Predict the product of the given reaction. Given the reactants [CH3:1][CH:2]([CH3:16])[CH2:3][CH2:4][N:5]1[CH:9]=[C:8]([N+:10]([O-:12])=[O:11])[CH:7]=[C:6]1[C:13](Cl)=[O:14].Cl.[NH2:18][CH2:19][CH2:20][CH2:21][C:22]#[N:23].N1C=CC=CC=1, predict the reaction product. The product is: [C:19]([CH2:20][CH2:21][CH2:22][NH:23][C:13]([C:6]1[N:5]([CH2:4][CH2:3][CH:2]([CH3:16])[CH3:1])[CH:9]=[C:8]([N+:10]([O-:12])=[O:11])[CH:7]=1)=[O:14])#[N:18].